From a dataset of Full USPTO retrosynthesis dataset with 1.9M reactions from patents (1976-2016). Predict the reactants needed to synthesize the given product. (1) Given the product [F:20][C:21]1[CH:30]=[CH:29][CH:28]=[CH:27][C:22]=1[C:23]1[N:18]=[C:17]([C@H:13]2[CH2:14][CH2:15][CH2:16][NH:11][CH2:12]2)[O:19][CH:24]=1, predict the reactants needed to synthesize it. The reactants are: C(OC([N:11]1[CH2:16][CH2:15][CH2:14][C@H:13]([C:17](=[O:19])[NH2:18])[CH2:12]1)=O)C1C=CC=CC=1.[F:20][C:21]1[CH:30]=[CH:29][CH:28]=[CH:27][C:22]=1[C:23](=O)[CH2:24]Br. (2) Given the product [F:1][C:2]([F:15])([CH:8]1[CH2:9][CH2:10][CH:11]([CH3:14])[CH2:12][CH2:13]1)[C:3]([O:5][CH2:6][CH3:7])=[O:4], predict the reactants needed to synthesize it. The reactants are: [F:1][C:2]([F:15])([C:8]1[CH2:13][CH2:12][CH:11]([CH3:14])[CH2:10][CH:9]=1)[C:3]([O:5][CH2:6][CH3:7])=[O:4]. (3) Given the product [Cl:25][C:21]1[CH:20]=[C:19]([NH:18][C:17]([C:12]2[N:13]=[C:14]([CH3:16])[S:15][C:11]=2[NH:10][C:6]2[CH:7]=[CH:8][CH:9]=[C:4]([CH2:3][OH:2])[CH:5]=2)=[O:26])[CH:24]=[CH:23][CH:22]=1, predict the reactants needed to synthesize it. The reactants are: C[O:2][C:3](=O)[C:4]1[CH:9]=[CH:8][CH:7]=[C:6]([NH:10][C:11]2[S:15][C:14]([CH3:16])=[N:13][C:12]=2[C:17](=[O:26])[NH:18][C:19]2[CH:24]=[CH:23][CH:22]=[C:21]([Cl:25])[CH:20]=2)[CH:5]=1.[H-].[Al+3].[Li+].[H-].[H-].[H-].